Task: Predict the reactants needed to synthesize the given product.. Dataset: Full USPTO retrosynthesis dataset with 1.9M reactions from patents (1976-2016) (1) Given the product [C:4]([O:8][C:9]([N:11]1[CH2:12][CH:13]([O:15][C:16]2[CH:17]=[C:18]([C:24]3[CH:29]=[CH:28][CH:27]=[CH:26][C:25]=3[C:30]([F:33])([F:31])[F:32])[CH:19]=[CH:20][C:21]=2[C:22]([OH:42])=[O:23])[CH2:14]1)=[O:10])([CH3:7])([CH3:5])[CH3:6], predict the reactants needed to synthesize it. The reactants are: C(Cl)Cl.[C:4]([O:8][C:9]([N:11]1[CH2:14][CH:13]([O:15][C:16]2[CH:17]=[C:18]([C:24]3[CH:29]=[CH:28][CH:27]=[CH:26][C:25]=3[C:30]([F:33])([F:32])[F:31])[CH:19]=[CH:20][C:21]=2[CH:22]=[O:23])[CH2:12]1)=[O:10])([CH3:7])([CH3:6])[CH3:5].C1C=C(Cl)C=C(C(OO)=[O:42])C=1. (2) Given the product [O:12]1[C:13]2[CH:18]=[CH:17][CH:16]=[CH:15][C:14]=2[N:9]([C:7](=[O:8])/[CH:6]=[CH:5]/[C:4]([OH:19])=[O:3])[CH2:10][CH2:11]1, predict the reactants needed to synthesize it. The reactants are: C([O:3][C:4](=[O:19])/[CH:5]=[CH:6]/[C:7]([N:9]1[C:14]2[CH:15]=[CH:16][CH:17]=[CH:18][C:13]=2[O:12][CH2:11][CH2:10]1)=[O:8])C.[OH-].[Na+]. (3) Given the product [CH:10]1[C:22]2[CH2:21][C:20]3[C:15](=[CH:16][CH:17]=[CH:18][CH:19]=3)[C:14]=2[CH:13]=[CH:12][CH:11]=1.[CH2:1]1[C:9]2[C:4](=[CH:5][CH:6]=[CH:7][CH:8]=2)[CH2:3][CH2:2]1, predict the reactants needed to synthesize it. The reactants are: [CH2:1]1[C:9]2[C:4](=[CH:5][CH:6]=[CH:7][CH:8]=2)[CH:3]=[CH:2]1.[CH2:10]1[C:22]2[CH2:21][C:20]3[C:15](=[CH:16][CH:17]=[CH:18][CH:19]=3)[C:14]=2[CH2:13][CH2:12][CH2:11]1. (4) The reactants are: ClC1C=CC=C(C(OO)=[O:9])C=1.[NH:12]1[C:20]2[C:15](=[CH:16][CH:17]=[CH:18][N:19]=2)[CH:14]=[CH:13]1. Given the product [NH:12]1[C:20]2[C:15](=[CH:16][CH:17]=[CH:18][N+:19]=2[O-:9])[CH:14]=[CH:13]1, predict the reactants needed to synthesize it. (5) Given the product [F:51][C:34]1[CH:35]=[C:36]([N:39]2[CH2:43][C@H:42]([CH2:44][N:45]3[CH:49]=[CH:48][N:47]=[N:46]3)[O:41][C:40]2=[O:50])[CH:37]=[CH:38][C:33]=1[C:30]1[CH:31]=[CH:32][C:27]([C:24]2[CH2:23][C@@H:22]([CH2:21][NH:20][C:18](=[O:19])[CH2:17][NH:8][CH2:9][C:10]([OH:12])=[O:11])[O:26][N:25]=2)=[N:28][CH:29]=1, predict the reactants needed to synthesize it. The reactants are: C(OC([N:8]([CH2:17][C:18]([NH:20][CH2:21][C@H:22]1[O:26][N:25]=[C:24]([C:27]2[CH:32]=[CH:31][C:30]([C:33]3[CH:38]=[CH:37][C:36]([N:39]4[CH2:43][C@H:42]([CH2:44][N:45]5[CH:49]=[CH:48][N:47]=[N:46]5)[O:41][C:40]4=[O:50])=[CH:35][C:34]=3[F:51])=[CH:29][N:28]=2)[CH2:23]1)=[O:19])[CH2:9][C:10]([O:12]C(C)(C)C)=[O:11])=O)(C)(C)C. (6) Given the product [Cl:39][C:9]1[CH:8]=[C:7]([N:6]=[C:44]=[S:45])[CH:12]=[C:11]([C:13]([F:14])([F:16])[F:15])[C:10]=1[C:17]1[CH:18]=[CH:19][C:20]([S:23]([CH:26]2[CH2:31][CH2:30][CH2:29][N:28]([C:32]([O:34][C:35]([CH3:36])([CH3:38])[CH3:37])=[O:33])[CH2:27]2)(=[O:25])=[O:24])=[CH:21][CH:22]=1, predict the reactants needed to synthesize it. The reactants are: C(=O)([O-])[O-].[Ca+2].[NH2:6][C:7]1[CH:12]=[C:11]([C:13]([F:16])([F:15])[F:14])[C:10]([C:17]2[CH:22]=[CH:21][C:20]([S:23]([CH:26]3[CH2:31][CH2:30][CH2:29][N:28]([C:32]([O:34][C:35]([CH3:38])([CH3:37])[CH3:36])=[O:33])[CH2:27]3)(=[O:25])=[O:24])=[CH:19][CH:18]=2)=[C:9]([Cl:39])[CH:8]=1.ClCCl.O.[C:44](Cl)(Cl)=[S:45].Cl. (7) Given the product [F:19][C:20]1[CH:21]=[C:22]([C:2]2[C:10]3[N:9]4[CH2:11][CH2:12][NH:13][C:14](=[O:15])[C:8]4=[C:7]([CH3:16])[C:6]=3[CH:5]=[C:4]([C:17]#[N:18])[CH:3]=2)[CH:23]=[CH:24][C:25]=1[F:26], predict the reactants needed to synthesize it. The reactants are: Br[C:2]1[C:10]2[N:9]3[CH2:11][CH2:12][NH:13][C:14](=[O:15])[C:8]3=[C:7]([CH3:16])[C:6]=2[CH:5]=[C:4]([C:17]#[N:18])[CH:3]=1.[F:19][C:20]1[CH:21]=[C:22](B(O)O)[CH:23]=[CH:24][C:25]=1[F:26].